This data is from TCR-epitope binding with 47,182 pairs between 192 epitopes and 23,139 TCRs. The task is: Binary Classification. Given a T-cell receptor sequence (or CDR3 region) and an epitope sequence, predict whether binding occurs between them. (1) The epitope is FVDGVPFVV. The TCR CDR3 sequence is CASSEELARTYEQYF. Result: 1 (the TCR binds to the epitope). (2) The epitope is PKYVKQNTLKLAT. The TCR CDR3 sequence is CASSVVPEWEGELFF. Result: 1 (the TCR binds to the epitope).